This data is from Forward reaction prediction with 1.9M reactions from USPTO patents (1976-2016). The task is: Predict the product of the given reaction. Given the reactants [NH2:1][C:2]1[C:11]2[S:10](=[O:13])(=[O:12])[N:9]=[C:8]([C:14]3[C:15](=[O:30])[N:16]([NH:25][CH2:26][CH:27]([CH3:29])[CH3:28])[C:17]4[C:22]([C:23]=3[OH:24])=[CH:21][CH:20]=[CH:19][CH:18]=4)[NH:7][C:6]=2[CH:5]=[CH:4][C:3]=1[OH:31].[C:32]1(=O)[O:37][C:35](=[O:36])[CH:34]=[CH:33]1, predict the reaction product. The product is: [OH:24][C:23]1[C:22]2[C:17](=[CH:18][CH:19]=[CH:20][CH:21]=2)[N:16]([NH:25][CH2:26][CH:27]([CH3:29])[CH3:28])[C:15](=[O:30])[C:14]=1[C:8]1[NH:7][C:6]2[CH:5]=[CH:4][C:3]3[O:31][C:32]([CH2:33][CH2:34][C:35]([OH:37])=[O:36])=[N:1][C:2]=3[C:11]=2[S:10](=[O:12])(=[O:13])[N:9]=1.